Task: Predict which catalyst facilitates the given reaction.. Dataset: Catalyst prediction with 721,799 reactions and 888 catalyst types from USPTO (1) Reactant: [CH2:1]([NH:8][CH2:9][CH:10]([CH2:21][O:22][Si:23]([C:26]([CH3:29])([CH3:28])[CH3:27])([CH3:25])[CH3:24])[CH:11]([C:13]1[CH:18]=[CH:17][C:16]([Cl:19])=[C:15]([Cl:20])[CH:14]=1)[OH:12])[C:2]1[CH:7]=[CH:6][CH:5]=[CH:4][CH:3]=1.C(N(CC)CC)C.[Cl:37][CH2:38][C:39](Cl)=[O:40]. Product: [CH2:1]([N:8]([CH2:9][CH:10]([CH2:21][O:22][Si:23]([C:26]([CH3:29])([CH3:28])[CH3:27])([CH3:25])[CH3:24])[CH:11]([C:13]1[CH:18]=[CH:17][C:16]([Cl:19])=[C:15]([Cl:20])[CH:14]=1)[OH:12])[C:39](=[O:40])[CH2:38][Cl:37])[C:2]1[CH:3]=[CH:4][CH:5]=[CH:6][CH:7]=1. The catalyst class is: 1. (2) Reactant: Br[C:2]1[CH:3]=[N:4][C:5]([C:8]#[N:9])=[N:6][CH:7]=1.[CH3:10][S-:11].[Na+]. Product: [CH3:10][S:11][C:2]1[CH:3]=[N:4][C:5]([C:8]#[N:9])=[N:6][CH:7]=1. The catalyst class is: 18. (3) Reactant: [F:1][CH:2]([F:18])[C:3]1[CH:16]=[CH:15][C:6](/[CH:7]=[N:8]/[S@@:9]([C:11]([CH3:14])([CH3:13])[CH3:12])=[O:10])=[C:5]([F:17])[CH:4]=1.[CH3:19][Mg]Br. Product: [F:18][CH:2]([F:1])[C:3]1[CH:16]=[CH:15][C:6]([C@@H:7]([NH:8][S@@:9]([C:11]([CH3:13])([CH3:14])[CH3:12])=[O:10])[CH3:19])=[C:5]([F:17])[CH:4]=1. The catalyst class is: 2.